Dataset: Forward reaction prediction with 1.9M reactions from USPTO patents (1976-2016). Task: Predict the product of the given reaction. (1) Given the reactants [OH-].[Li+].[F:3][C:4]1[CH:9]=[CH:8][C:7]([CH2:10][C:11]([O:13]CC)=[O:12])=[CH:6][C:5]=1[C:16]([N:18]1[CH2:23][CH2:22][CH:21]([O:24][CH3:25])[CH2:20][CH2:19]1)=[O:17], predict the reaction product. The product is: [F:3][C:4]1[CH:9]=[CH:8][C:7]([CH2:10][C:11]([OH:13])=[O:12])=[CH:6][C:5]=1[C:16]([N:18]1[CH2:19][CH2:20][CH:21]([O:24][CH3:25])[CH2:22][CH2:23]1)=[O:17]. (2) Given the reactants [N:1]1[CH:6]=[CH:5][CH:4]=[CH:3][C:2]=1[O:7][CH2:8][C:9]1[CH:27]=[CH:26][C:12]([CH2:13][C:14]2[CH:18]=[C:17]([C:19]3[C:20]([NH2:25])=[N:21][CH:22]=[CH:23][CH:24]=3)[O:16][N:15]=2)=[CH:11][CH:10]=1.[C:28]([OH:35])(=[O:34])/[CH:29]=[CH:30]/[C:31]([OH:33])=[O:32], predict the reaction product. The product is: [C:28]([OH:35])(=[O:34])/[CH:29]=[CH:30]/[C:31]([OH:33])=[O:32].[N:1]1[CH:6]=[CH:5][CH:4]=[CH:3][C:2]=1[O:7][CH2:8][C:9]1[CH:27]=[CH:26][C:12]([CH2:13][C:14]2[CH:18]=[C:17]([C:19]3[C:20]([NH2:25])=[N:21][CH:22]=[CH:23][CH:24]=3)[O:16][N:15]=2)=[CH:11][CH:10]=1.[N:1]1[CH:6]=[CH:5][CH:4]=[CH:3][C:2]=1[O:7][CH2:8][C:9]1[CH:27]=[CH:26][C:12]([CH2:13][C:14]2[CH:18]=[C:17]([C:19]3[C:20]([NH2:25])=[N:21][CH:22]=[CH:23][CH:24]=3)[O:16][N:15]=2)=[CH:11][CH:10]=1. (3) Given the reactants [CH3:1][N:2]1[C:6]([C:7]2[CH:8]=[C:9]3[C:13](=[CH:14][CH:15]=2)[C:12](=O)[CH2:11][CH2:10]3)=[CH:5][CH:4]=[C:3]1[C:17]#[N:18].Cl.[NH2:20][OH:21], predict the reaction product. The product is: [OH:21]/[N:20]=[C:12]1\[CH2:11][CH2:10][C:9]2[C:13]\1=[CH:14][CH:15]=[C:7]([C:6]1[N:2]([CH3:1])[C:3]([C:17]#[N:18])=[CH:4][CH:5]=1)[CH:8]=2.